Dataset: Full USPTO retrosynthesis dataset with 1.9M reactions from patents (1976-2016). Task: Predict the reactants needed to synthesize the given product. (1) Given the product [Cl:35][C:31]1[CH:32]=[CH:33][CH:34]=[C:2]([Cl:1])[C:3]=1[C:4](=[N:6][CH:7]([CH2:12][C:13]1[CH:14]=[C:15]2[C:20](=[CH:21][CH:22]=1)[N:19]=[C:18]([C:23]1[C:24]([Cl:30])=[CH:25][CH:26]=[CH:27][C:28]=1[Cl:29])[CH:17]=[CH:16]2)[C:8]([OH:10])=[O:9])[O:5][CH2:37][CH3:38], predict the reactants needed to synthesize it. The reactants are: [Cl:1][C:2]1[CH:34]=[CH:33][CH:32]=[C:31]([Cl:35])[C:3]=1[C:4]([NH:6][CH:7]([CH2:12][C:13]1[CH:14]=[C:15]2[C:20](=[CH:21][CH:22]=1)[N:19]=[C:18]([C:23]1[C:28]([Cl:29])=[CH:27][CH:26]=[CH:25][C:24]=1[Cl:30])[CH:17]=[CH:16]2)[C:8]([O:10]C)=[O:9])=[O:5].Cl[C:37]1C=CC=C(Cl)[C:38]=1C1C=CC2C(=CC=C(CC(NC([C@@H]3CCCCN3S(C3C=CC(C)=CC=3)(=O)=O)=O)C(OC)=O)C=2)N=1.ClC1C=CC=C(Cl)C=1C1C=CC2C(=CC=C(CC(NC([C@@H]3CCCCN3S(C3C=CC(C)=CC=3)(=O)=O)=O)C(O)=O)C=2)N=1. (2) Given the product [CH2:44]([O:43][C:41](=[O:42])[CH2:40][C:38]1[N:39]=[C:35]([C:30]2[CH:31]=[CH:32][CH:33]=[CH:34][C:29]=2[NH:28][C:2]([O:13][CH2:14][CH:15]2[CH2:20][CH2:19][N:18]([C:21]([O:23][C:24]([CH3:27])([CH3:26])[CH3:25])=[O:22])[CH2:17][CH2:16]2)=[O:4])[S:36][CH:37]=1)[CH3:45], predict the reactants needed to synthesize it. The reactants are: Cl[C:2](Cl)([O:4]C(=O)OC(Cl)(Cl)Cl)Cl.[OH:13][CH2:14][CH:15]1[CH2:20][CH2:19][N:18]([C:21]([O:23][C:24]([CH3:27])([CH3:26])[CH3:25])=[O:22])[CH2:17][CH2:16]1.[NH2:28][C:29]1[CH:34]=[CH:33][CH:32]=[CH:31][C:30]=1[C:35]1[S:36][CH:37]=[C:38]([CH2:40][C:41]([O:43][CH2:44][CH3:45])=[O:42])[N:39]=1. (3) Given the product [OH:20][C:11]1([CH2:3][C:4]([O:6][CH2:7][CH3:8])=[O:5])[C:10]([CH3:9])=[C:15]([CH3:16])[C:14](=[O:17])[C:13]([CH3:18])=[C:12]1[CH3:19], predict the reactants needed to synthesize it. The reactants are: Br[Zn][CH2:3][C:4]([O:6][CH2:7][CH3:8])=[O:5].[CH3:9][C:10]1[C:11](=[O:20])[C:12]([CH3:19])=[C:13]([CH3:18])[C:14](=[O:17])[C:15]=1[CH3:16].Cl.C(OCC)(=O)C. (4) Given the product [CH2:18]([C:20]1[NH:24][C:23]([C:25]([NH:1][C@H:2]2[CH2:7][CH2:6][N:5]([C:8]([O:10][C:11]([CH3:12])([CH3:13])[CH3:14])=[O:9])[CH2:4][C@H:3]2[O:15][CH2:16][CH3:17])=[O:26])=[N:22][C:21]=1[C:28]([F:30])([F:31])[F:29])[CH3:19], predict the reactants needed to synthesize it. The reactants are: [NH2:1][C@H:2]1[CH2:7][CH2:6][N:5]([C:8]([O:10][C:11]([CH3:14])([CH3:13])[CH3:12])=[O:9])[CH2:4][C@H:3]1[O:15][CH2:16][CH3:17].[CH2:18]([C:20]1[NH:24][C:23]([C:25](O)=[O:26])=[N:22][C:21]=1[C:28]([F:31])([F:30])[F:29])[CH3:19].CCN=C=NCCCN(C)C.Cl.C1C=CC2N(O)N=NC=2C=1.